This data is from Catalyst prediction with 721,799 reactions and 888 catalyst types from USPTO. The task is: Predict which catalyst facilitates the given reaction. (1) Reactant: [CH3:1][Si:2]([CH3:9])([CH3:8])[C:3]#[C:4][CH:5]=[N:6][OH:7].[Cl:10]N1C(=O)CCC1=O.O. The catalyst class is: 3. Product: [OH:7][N:6]=[C:5]([Cl:10])[C:4]#[C:3][Si:2]([CH3:9])([CH3:8])[CH3:1]. (2) Reactant: CC1[C@@H:8]2[C:9]([CH3:11])(C)[C@@H:6]([CH2:7]2)[C:4](=[O:5])C=1.[O-][Mn](=O)(=O)=O.[K+].Cl.[OH:19]S([O-])=O.[Na+].[CH3:24][C:25]([CH3:27])=[O:26]. Product: [C:25]([C@H:27]1[CH2:7][C@@H:6]([C:4]([OH:5])=[O:19])[C:9]1([CH3:11])[CH3:8])(=[O:26])[CH3:24]. The catalyst class is: 232. (3) Reactant: [O:1]=[C:2]([Cl:8])OC(Cl)(Cl)Cl.[NH:9]1[C:17]2[C:12](=[CH:13][CH:14]=[CH:15][CH:16]=2)[CH2:11][CH2:10]1.C(N(CC)CC)C. Product: [N:9]1([C:2]([Cl:8])=[O:1])[C:17]2[C:12](=[CH:13][CH:14]=[CH:15][CH:16]=2)[CH2:11][CH2:10]1. The catalyst class is: 4. (4) Reactant: Br[C:2]1[C:11]2[C:6](=[CH:7][C:8]([F:13])=[CH:9][C:10]=2[F:12])[N:5]=[C:4]([N:14]2[CH2:19][CH2:18][CH2:17]C[C:15]2=[O:20])[C:3]=1[CH3:21].[CH3:22][O:23][C:24]1[N:29]=[CH:28][C:27]([C:30]2[CH:31]=[N:32][C:33]([N:37]3[CH2:42][CH2:41][O:40][CH2:39][CH2:38]3)=[CH:34][C:35]=2[NH2:36])=[CH:26][CH:25]=1. Product: [F:12][C:10]1[CH:9]=[C:8]([F:13])[CH:7]=[C:6]2[C:11]=1[C:2]([NH:36][C:35]1[CH:34]=[C:33]([N:37]3[CH2:42][CH2:41][O:40][CH2:39][CH2:38]3)[N:32]=[CH:31][C:30]=1[C:27]1[CH:28]=[N:29][C:24]([O:23][CH3:22])=[CH:25][CH:26]=1)=[C:3]([CH3:21])[C:4]([N:14]1[CH2:19][CH2:18][CH2:17][C:15]1=[O:20])=[N:5]2. The catalyst class is: 11. (5) Reactant: [CH3:1][C:2]([O:27]C1CCCCO1)([CH3:26])[C:3]([C:5]1[C:13]2[C:8](=[N:9][CH:10]=[C:11]([C:14]3[CH:19]=[C:18]([O:20][CH3:21])[C:17]([O:22][CH3:23])=[C:16]([O:24][CH3:25])[CH:15]=3)[N:12]=2)[NH:7][CH:6]=1)=[O:4].C(O)(=O)C.C1COCC1. Product: [OH:27][C:2]([CH3:26])([CH3:1])[C:3]([C:5]1[C:13]2[C:8](=[N:9][CH:10]=[C:11]([C:14]3[CH:15]=[C:16]([O:24][CH3:25])[C:17]([O:22][CH3:23])=[C:18]([O:20][CH3:21])[CH:19]=3)[N:12]=2)[NH:7][CH:6]=1)=[O:4]. The catalyst class is: 6.